Predict which catalyst facilitates the given reaction. From a dataset of Catalyst prediction with 721,799 reactions and 888 catalyst types from USPTO. (1) Reactant: [C:1]([O:5][C:6]([N:8]1[C:16]2[C:11](=[C:12]([F:17])[CH:13]=[CH:14][CH:15]=2)[CH:10]=[C:9]1B(O)O)=[O:7])([CH3:4])([CH3:3])[CH3:2].[Cl:21][C:22]1[CH:27]=[C:26](Cl)[N:25]=[C:24]([NH2:29])[CH:23]=1.C([O-])([O-])=O.[Cs+].[Cs+]. Product: [NH2:29][C:24]1[N:25]=[C:26]([C:9]2[N:8]([C:6]([O:5][C:1]([CH3:4])([CH3:3])[CH3:2])=[O:7])[C:16]3[C:11]([CH:10]=2)=[C:12]([F:17])[CH:13]=[CH:14][CH:15]=3)[CH:27]=[C:22]([Cl:21])[CH:23]=1. The catalyst class is: 551. (2) Reactant: Cl.[CH2:2]([O:9][C:10]1[C:11]([C:24]([O:26][C:27]([CH3:30])([CH3:29])[CH3:28])=[O:25])=[N:12][C:13]([CH2:17][CH:18]2[CH2:23][CH2:22][NH:21][CH2:20][CH2:19]2)=[N:14][C:15]=1[CH3:16])[C:3]1[CH:8]=[CH:7][CH:6]=[CH:5][CH:4]=1.Br[C:32]1[CH:37]=[CH:36][C:35]([C:38]([CH3:41])([CH3:40])[CH3:39])=[CH:34][CH:33]=1.CC(C)([O-])C.[Na+].C1(P(C2CCCCC2)C2C=CC=CC=2C2C(OC)=CC=CC=2OC)CCCCC1. Product: [CH2:2]([O:9][C:10]1[C:11]([C:24]([O:26][C:27]([CH3:30])([CH3:29])[CH3:28])=[O:25])=[N:12][C:13]([CH2:17][CH:18]2[CH2:23][CH2:22][N:21]([C:32]3[CH:37]=[CH:36][C:35]([C:38]([CH3:41])([CH3:40])[CH3:39])=[CH:34][CH:33]=3)[CH2:20][CH2:19]2)=[N:14][C:15]=1[CH3:16])[C:3]1[CH:4]=[CH:5][CH:6]=[CH:7][CH:8]=1. The catalyst class is: 101.